This data is from Full USPTO retrosynthesis dataset with 1.9M reactions from patents (1976-2016). The task is: Predict the reactants needed to synthesize the given product. (1) Given the product [CH2:1]([O:3][C:4]1[CH:26]=[CH:25][CH:24]=[CH:23][C:5]=1[O:6][C@@H:7]1[CH2:12][CH2:11][CH2:10][N:9]([C:13]2[C:21]([F:22])=[CH:20][C:16]([C:17]([NH:27][CH2:28][C:29]3[CH:34]=[CH:33][N:32]=[C:31]([C:35]([OH:37])=[O:36])[CH:30]=3)=[O:18])=[CH:15][N:14]=2)[CH2:8]1)[CH3:2], predict the reactants needed to synthesize it. The reactants are: [CH2:1]([O:3][C:4]1[CH:26]=[CH:25][CH:24]=[CH:23][C:5]=1[O:6][C@@H:7]1[CH2:12][CH2:11][CH2:10][N:9]([C:13]2[C:21]([F:22])=[CH:20][C:16]([C:17](O)=[O:18])=[CH:15][N:14]=2)[CH2:8]1)[CH3:2].[NH2:27][CH2:28][C:29]1[CH:34]=[CH:33][N:32]=[C:31]([C:35]([O:37]C)=[O:36])[CH:30]=1.CCN=C=NCCCN(C)C.[Li+].[OH-]. (2) Given the product [NH2:1][C@H:4]1[CH2:8][N:7]([C:9]([O:11][C:12]([CH3:14])([CH3:15])[CH3:13])=[O:10])[C@@H:6]([CH2:16][O:17][C:18]2[CH:19]=[CH:20][CH:21]=[CH:22][CH:23]=2)[CH2:5]1, predict the reactants needed to synthesize it. The reactants are: [N:1]([CH:4]1[CH2:8][N:7]([C:9]([O:11][C:12]([CH3:15])([CH3:14])[CH3:13])=[O:10])[C@@H:6]([CH2:16][O:17][C:18]2[CH:23]=[CH:22][CH:21]=[CH:20][CH:19]=2)[CH2:5]1)=[N+]=[N-]. (3) Given the product [C@@H:29]1([O:28][C:21]2[C:20]([CH2:19][C:16]3[CH:17]=[CH:18][C:13]([O:12][CH2:11][CH2:10][CH2:9][NH:8][C:5]([CH3:7])([CH3:6])[CH2:4][C:1]([N:71]4[CH2:72][CH2:73][N:68]([CH2:67][CH2:66][OH:65])[CH2:69][CH2:70]4)=[O:2])=[CH:14][C:15]=3[CH3:64])=[C:24]([CH:25]([CH3:27])[CH3:26])[NH:23][N:22]=2)[O:55][C@H:54]([CH2:56][OH:57])[C@@H:46]([OH:47])[C@H:38]([OH:39])[C@H:30]1[OH:31], predict the reactants needed to synthesize it. The reactants are: [C:1]([CH2:4][C:5]([NH:8][CH2:9][CH2:10][CH2:11][O:12][C:13]1[CH:18]=[CH:17][C:16]([CH2:19][C:20]2[C:21]([O:28][C@@H:29]3[O:55][C@H:54]([CH2:56][O:57]C(=O)C(C)(C)C)[C@@H:46]([O:47]C(=O)C(C)(C)C)[C@H:38]([O:39]C(=O)C(C)(C)C)[C@H:30]3[O:31]C(=O)C(C)(C)C)=[N:22][NH:23][C:24]=2[CH:25]([CH3:27])[CH3:26])=[C:15]([CH3:64])[CH:14]=1)([CH3:7])[CH3:6])(O)=[O:2].[OH:65][CH2:66][CH2:67][N:68]1[CH2:73][CH2:72][NH:71][CH2:70][CH2:69]1.ON1C2C=CC=CC=2N=N1.Cl.C(N=C=NCCCN(C)C)C. (4) Given the product [Cl:1][C:21]1[C:20]2[C:25](=[CH:26][C:27]([F:28])=[C:18]([F:17])[CH:19]=2)[N:24]=[CH:23][C:22]=1[C:29]([O:31][CH2:32][CH3:33])=[O:30], predict the reactants needed to synthesize it. The reactants are: [Cl:1]C1C2C(=CC=CC=2)N=CC=1C(OCC)=O.[F:17][C:18]1[CH:19]=[C:20]2[C:25](=[CH:26][C:27]=1[F:28])[N:24]=[CH:23][C:22]([C:29]([O:31][CH2:32][CH3:33])=[O:30])=[C:21]2O. (5) Given the product [OH2:1].[OH:1][C@@H:2]([C:4]1[N:15]([C@@H:16]2[CH2:21][O:20][C@@H:19]([CH2:22][C:23]#[N:24])[CH2:18][CH2:17]2)[C:7]2=[C:8]3[S:14][CH:13]=[CH:12][C:9]3=[N:10][CH:11]=[C:6]2[N:5]=1)[CH3:3], predict the reactants needed to synthesize it. The reactants are: [OH:1][C@@H:2]([C:4]1[N:15]([C@@H:16]2[CH2:21][O:20][C@@H:19]([CH2:22][C:23]#[N:24])[CH2:18][CH2:17]2)[C:7]2=[C:8]3[S:14][CH:13]=[CH:12][C:9]3=[N:10][CH:11]=[C:6]2[N:5]=1)[CH3:3].C(#N)C. (6) Given the product [Cl:52][CH2:53][C:54]([O:55][C@@H:20]1[C@@H:19]([CH2:31][OH:32])[O:18][C@@H:10]([S:11][C:12]2[CH:13]=[CH:14][CH:15]=[CH:16][CH:17]=2)[C@H:9]([O:8][CH2:1][C:2]2[CH:3]=[CH:4][CH:5]=[CH:6][CH:7]=2)[C@H:21]1[O:22][CH2:23][C:24]1[CH:25]=[CH:26][CH:27]=[CH:28][CH:29]=1)=[O:65], predict the reactants needed to synthesize it. The reactants are: [CH2:1]([O:8][C@@H:9]1[C@@H:21]([O:22][CH2:23][C:24]2[CH:29]=[CH:28][CH:27]=[CH:26][CH:25]=2)[C@H:20](O)[C@@H:19]([CH2:31][O:32]C(C2C=CC=CC=2)(C2C=CC=CC=2)C2C=CC=CC=2)[O:18][C@H:10]1[S:11][C:12]1[CH:17]=[CH:16][CH:15]=[CH:14][CH:13]=1)[C:2]1[CH:7]=[CH:6][CH:5]=[CH:4][CH:3]=1.[Cl:52][CH2:53][C:54](Cl)=[O:55].CC1C=CC(S(O)(=O)=[O:65])=CC=1.C(N(CC)CC)C. (7) Given the product [C:3]([NH:16][C@H:17]([C:23]([OH:22])=[O:24])[CH2:18][CH2:19][C:20]([OH:2])=[O:21])(=[O:15])[CH2:4][CH2:5][CH2:6][CH2:7][CH2:8][CH2:9][CH2:10][CH2:11][CH2:12][CH2:13][CH3:14], predict the reactants needed to synthesize it. The reactants are: C[OH:2].[C:3]([NH:16][C@@H:17]1[C:23](=[O:24])[O:22][C:20](=[O:21])[CH2:19][CH2:18]1)(=[O:15])[CH2:4][CH2:5][CH2:6][CH2:7][CH2:8][CH2:9][CH2:10][CH2:11][CH2:12][CH2:13][CH3:14]. (8) Given the product [OH:24][C:2]1[C:3](=[O:23])[CH:4]=[C:5]([OH:26])[C:6](=[O:21])[C:7]=1[C:8]1[C:16]2[C:11](=[CH:12][CH:13]=[CH:14][CH:15]=2)[NH:10][C:9]=1[C:17]1([CH3:20])[CH2:19][CH2:18]1, predict the reactants needed to synthesize it. The reactants are: Cl[C:2]1[C:3](=[O:23])[CH:4]=[C:5](Cl)[C:6](=[O:21])[C:7]=1[C:8]1[C:16]2[C:11](=[CH:12][CH:13]=[CH:14][CH:15]=2)[NH:10][C:9]=1[C:17]1([CH3:20])[CH2:19][CH2:18]1.[OH-:24].[Na+].[OH2:26].OS(O)(=O)=O.